From a dataset of Reaction yield outcomes from USPTO patents with 853,638 reactions. Predict the reaction yield, written as a fraction of the theoretical maximum amount of product (1.0 means a 100% yield; for example, 0.34 means a 34% yield). (1) The reactants are [CH2:1]([N:8]([CH2:38][C:39]1[CH:44]=[CH:43][CH:42]=[CH:41][CH:40]=1)[CH:9]1[CH2:13][CH:12]([C:14](=O)[CH2:15][NH:16][C:17]2[N:18]=[C:19]3[CH:25]=[CH:24][N:23]([S:26]([C:29]4[CH:35]=[CH:34][C:32]([CH3:33])=[CH:31][CH:30]=4)(=[O:28])=[O:27])[C:20]3=[N:21][CH:22]=2)[CH:11]([CH3:37])[CH2:10]1)[C:2]1[CH:7]=[CH:6][CH:5]=[CH:4][CH:3]=1.COC1C=CC(P2(SP(C3C=CC(OC)=CC=3)(=S)S2)=S)=CC=1. No catalyst specified. The product is [CH2:1]([N:8]([CH2:38][C:39]1[CH:44]=[CH:43][CH:42]=[CH:41][CH:40]=1)[CH:9]1[CH2:13][CH:12]([C:14]2[N:18]3[C:19]4[CH:25]=[CH:24][N:23]([S:26]([C:29]5[CH:35]=[CH:34][C:32]([CH3:33])=[CH:31][CH:30]=5)(=[O:28])=[O:27])[C:20]=4[N:21]=[CH:22][C:17]3=[N:16][CH:15]=2)[CH:11]([CH3:37])[CH2:10]1)[C:2]1[CH:7]=[CH:6][CH:5]=[CH:4][CH:3]=1. The yield is 0.870. (2) The reactants are Cl[C:2]1[C:7]([CH:8]=[O:9])=[C:6]([Cl:10])[N:5]=[C:4]([S:11][CH3:12])[N:3]=1.[F:13][C:14]1[CH:20]=[CH:19][CH:18]=[C:17]([F:21])[C:15]=1[NH2:16].CCN(CC)CC.O. The catalyst is C(Cl)(Cl)Cl. The product is [Cl:10][C:6]1[C:7]([CH:8]=[O:9])=[C:2]([NH:16][C:15]2[C:14]([F:13])=[CH:20][CH:19]=[CH:18][C:17]=2[F:21])[N:3]=[C:4]([S:11][CH3:12])[N:5]=1. The yield is 0.760. (3) The reactants are [CH3:1][O:2][C:3](=[O:26])[CH2:4][CH2:5][C:6]([C:8](=[O:25])[N:9]([CH2:21][CH2:22][CH:23]=C)[CH2:10][C:11]1[CH:16]=[CH:15][C:14]([O:17][CH3:18])=[CH:13][C:12]=1[O:19][CH3:20])=C. The catalyst is C(Cl)Cl.[Ru]. The product is [CH3:1][O:2][C:3](=[O:26])[CH2:4][CH2:5][C:6]1[C:8](=[O:25])[N:9]([CH2:10][C:11]2[CH:16]=[CH:15][C:14]([O:17][CH3:18])=[CH:13][C:12]=2[O:19][CH3:20])[CH2:21][CH2:22][CH:23]=1. The yield is 0.900. (4) The catalyst is CN1C(=O)CCC1. The reactants are Cl[C:2]1[N:11]=[C:10]([O:12][CH3:13])[C:9]2[C:4](=[CH:5][C:6]([O:16][CH3:17])=[C:7]([O:14][CH3:15])[CH:8]=2)[N:3]=1.[C:18]([O:22][C:23]([N:25]1[CH2:30][CH2:29][CH:28]([NH2:31])[CH2:27][CH2:26]1)=[O:24])([CH3:21])([CH3:20])[CH3:19].C(N(CC)CC)C. The yield is 0.150. The product is [C:18]([O:22][C:23]([N:25]1[CH2:30][CH2:29][CH:28]([NH:31][C:2]2[N:11]=[C:10]([O:12][CH3:13])[C:9]3[C:4](=[CH:5][C:6]([O:16][CH3:17])=[C:7]([O:14][CH3:15])[CH:8]=3)[N:3]=2)[CH2:27][CH2:26]1)=[O:24])([CH3:21])([CH3:19])[CH3:20]. (5) The reactants are CC1C=CC(S(O)(=O)=O)=CC=1.[S:12]1[C:16]2[CH:17]=[C:18]([N:21]3[CH2:25][CH2:24][N:23]([C:26]4[CH:27]=[N:28][CH:29]=[CH:30][C:31]=4[CH:32](OC)[O:33]C)[C:22]3=[O:37])[CH:19]=[CH:20][C:15]=2[N:14]=[CH:13]1.CO. The catalyst is CC(C)=O.O.C(Cl)(Cl)Cl. The product is [S:12]1[C:16]2[CH:17]=[C:18]([N:21]3[CH2:25][CH2:24][N:23]([C:26]4[CH:27]=[N:28][CH:29]=[CH:30][C:31]=4[CH:32]=[O:33])[C:22]3=[O:37])[CH:19]=[CH:20][C:15]=2[N:14]=[CH:13]1. The yield is 0.995.